From a dataset of Full USPTO retrosynthesis dataset with 1.9M reactions from patents (1976-2016). Predict the reactants needed to synthesize the given product. (1) Given the product [CH3:13][N:10]1[CH2:9][CH2:8][C:7](=[O:14])[N:6]([CH3:15])[C:5]2[C:11]1=[N:12][C:2]([NH:16][C:17]1[CH:32]=[CH:31][C:20]([C:21]([NH:23][CH:24]3[CH2:25][CH2:26][N:27]([CH3:30])[CH2:28][CH2:29]3)=[O:22])=[CH:19][C:18]=1[O:33][CH3:34])=[N:3][CH:4]=2, predict the reactants needed to synthesize it. The reactants are: Cl[C:2]1[N:12]=[C:11]2[C:5]([N:6]([CH3:15])[C:7](=[O:14])[CH2:8][CH2:9][N:10]2[CH3:13])=[CH:4][N:3]=1.[NH2:16][C:17]1[CH:32]=[CH:31][C:20]([C:21]([NH:23][CH:24]2[CH2:29][CH2:28][N:27]([CH3:30])[CH2:26][CH2:25]2)=[O:22])=[CH:19][C:18]=1[O:33][CH3:34].C1(C)C=CC(S(O)(=O)=O)=CC=1. (2) Given the product [CH3:12][N:7]1[C:2](=[O:1])[CH:3]=[CH:4][CH:5]=[C:6]1[C:8]([O:10][CH3:11])=[O:9], predict the reactants needed to synthesize it. The reactants are: [O:1]=[C:2]1[NH:7][C:6]([C:8]([O:10][CH3:11])=[O:9])=[CH:5][CH:4]=[CH:3]1.[C:12](=O)([O-])[O-].[K+].[K+].CI. (3) Given the product [N:8]1([C:1](=[S:2])[NH2:3])[CH2:12][CH2:11][O:16][CH2:15][CH2:9]1, predict the reactants needed to synthesize it. The reactants are: [C:1]([N:8]1[CH:12]=[CH:11]N=[CH:9]1)([N:3]1C=CN=C1)=[S:2].N1CC[O:16][CH2:15]C1.